This data is from Forward reaction prediction with 1.9M reactions from USPTO patents (1976-2016). The task is: Predict the product of the given reaction. (1) Given the reactants [CH2:1]([O:8][C:9]1[CH:17]=[CH:16][CH:15]=[C:14]2[C:10]=1[CH:11]=[C:12]([C:18]([OH:20])=O)[NH:13]2)[C:2]1[CH:7]=[CH:6][CH:5]=[CH:4][CH:3]=1.Cl.Cl.Cl.[N:24]1([CH2:31][CH2:32][N:33]2[CH2:38][CH2:37][CH:36]([NH2:39])[CH2:35][CH2:34]2)[CH2:30][CH2:29][CH2:28][CH2:27][CH2:26][CH2:25]1, predict the reaction product. The product is: [N:24]1([CH2:31][CH2:32][N:33]2[CH2:34][CH2:35][CH:36]([NH:39][C:18]([C:12]3[NH:13][C:14]4[C:10]([CH:11]=3)=[C:9]([O:8][CH2:1][C:2]3[CH:3]=[CH:4][CH:5]=[CH:6][CH:7]=3)[CH:17]=[CH:16][CH:15]=4)=[O:20])[CH2:37][CH2:38]2)[CH2:30][CH2:29][CH2:28][CH2:27][CH2:26][CH2:25]1. (2) Given the reactants [OH-].[Na+].C([O:11][CH:12]([C:14]1[S:15][C:16]([C:26]2[CH:31]=[CH:30][N:29]=[C:28]([NH:32][C:33](=[O:36])[CH2:34][CH3:35])[CH:27]=2)=[C:17]([C:19]2[CH:24]=[CH:23][CH:22]=[C:21]([CH3:25])[CH:20]=2)[N:18]=1)[CH3:13])(=O)C1C=CC=CC=1, predict the reaction product. The product is: [OH:11][CH:12]([C:14]1[S:15][C:16]([C:26]2[CH:31]=[CH:30][N:29]=[C:28]([NH:32][C:33](=[O:36])[CH2:34][CH3:35])[CH:27]=2)=[C:17]([C:19]2[CH:24]=[CH:23][CH:22]=[C:21]([CH3:25])[CH:20]=2)[N:18]=1)[CH3:13]. (3) Given the reactants Cl[C:2]1[CH:11]=[CH:10][N:9]=[C:8]2[C:3]=1[C:4]1[CH:16]=[CH:15][CH:14]=[CH:13][C:5]=1[C:6](=[O:12])[NH:7]2.[NH2:17][C:18]1[CH:23]=C[CH:21]=[CH:20][C:19]=1O.[C:25](=[O:28])([O-])[O-].[K+].[K+], predict the reaction product. The product is: [NH2:17][C:18]1[CH:23]=[C:25]([CH:21]=[CH:20][CH:19]=1)[O:28][C:2]1[CH:11]=[CH:10][N:9]=[C:8]2[C:3]=1[C:4]1[CH:16]=[CH:15][CH:14]=[CH:13][C:5]=1[C:6](=[O:12])[NH:7]2.